This data is from Merck oncology drug combination screen with 23,052 pairs across 39 cell lines. The task is: Regression. Given two drug SMILES strings and cell line genomic features, predict the synergy score measuring deviation from expected non-interaction effect. (1) Drug 1: COC1CC2CCC(C)C(O)(O2)C(=O)C(=O)N2CCCCC2C(=O)OC(C(C)CC2CCC(OP(C)(C)=O)C(OC)C2)CC(=O)C(C)C=C(C)C(O)C(OC)C(=O)C(C)CC(C)C=CC=CC=C1C. Drug 2: COC1=C2CC(C)CC(OC)C(O)C(C)C=C(C)C(OC(N)=O)C(OC)C=CC=C(C)C(=O)NC(=CC1=O)C2=O. Cell line: VCAP. Synergy scores: synergy=11.4. (2) Drug 1: COc1cccc2c1C(=O)c1c(O)c3c(c(O)c1C2=O)CC(O)(C(=O)CO)CC3OC1CC(N)C(O)C(C)O1. Drug 2: Cc1nc(Nc2ncc(C(=O)Nc3c(C)cccc3Cl)s2)cc(N2CCN(CCO)CC2)n1. Cell line: LOVO. Synergy scores: synergy=40.5. (3) Drug 1: O=S1(=O)NC2(CN1CC(F)(F)F)C1CCC2Cc2cc(C=CCN3CCC(C(F)(F)F)CC3)ccc2C1. Drug 2: Cn1nnc2c(C(N)=O)ncn2c1=O. Cell line: SKMEL30. Synergy scores: synergy=22.1. (4) Drug 1: CC1CC2C3CCC4=CC(=O)C=CC4(C)C3(F)C(O)CC2(C)C1(O)C(=O)CO. Drug 2: COC1CC2CCC(C)C(O)(O2)C(=O)C(=O)N2CCCCC2C(=O)OC(C(C)CC2CCC(OP(C)(C)=O)C(OC)C2)CC(=O)C(C)C=C(C)C(O)C(OC)C(=O)C(C)CC(C)C=CC=CC=C1C. Cell line: HCT116. Synergy scores: synergy=5.86. (5) Synergy scores: synergy=2.70. Cell line: SKMES1. Drug 2: COC1=C2CC(C)CC(OC)C(O)C(C)C=C(C)C(OC(N)=O)C(OC)C=CC=C(C)C(=O)NC(=CC1=O)C2=O. Drug 1: O=c1[nH]cc(F)c(=O)[nH]1. (6) Drug 1: COc1cccc2c1C(=O)c1c(O)c3c(c(O)c1C2=O)CC(O)(C(=O)CO)CC3OC1CC(N)C(O)C(C)O1. Drug 2: COC1=C2CC(C)CC(OC)C(O)C(C)C=C(C)C(OC(N)=O)C(OC)C=CC=C(C)C(=O)NC(=CC1=O)C2=O. Cell line: SKMES1. Synergy scores: synergy=-10.2. (7) Synergy scores: synergy=-2.00. Drug 1: CCN(CC)CCNC(=O)c1c(C)[nH]c(C=C2C(=O)Nc3ccc(F)cc32)c1C. Drug 2: NC(=O)c1cccc2cn(-c3ccc(C4CCCNC4)cc3)nc12. Cell line: OV90.